This data is from Peptide-MHC class II binding affinity with 134,281 pairs from IEDB. The task is: Regression. Given a peptide amino acid sequence and an MHC pseudo amino acid sequence, predict their binding affinity value. This is MHC class II binding data. (1) The binding affinity (normalized) is 0.539. The MHC is HLA-DQA10101-DQB10501 with pseudo-sequence HLA-DQA10101-DQB10501. The peptide sequence is SQDLDLSWNLNGLQAY. (2) The peptide sequence is ETALKKAITAMSE. The MHC is DRB1_1302 with pseudo-sequence DRB1_1302. The binding affinity (normalized) is 0.329.